Dataset: Forward reaction prediction with 1.9M reactions from USPTO patents (1976-2016). Task: Predict the product of the given reaction. (1) Given the reactants [NH2:1][C:2]1[C:11]([N:12]2[CH2:17][CH2:16][O:15][CH2:14][CH2:13]2)=[CH:10][C:9]2[C:4](=[CH:5][CH:6]=[C:7]([C:18]3[C:23]([CH3:24])=[CH:22][CH:21]=[CH:20][C:19]=3[C:25]([C:27]3[CH:32]=[CH:31][CH:30]=[CH:29][CH:28]=3)=O)[CH:8]=2)[N:3]=1.Cl.[O:34]([NH2:36])[CH3:35], predict the reaction product. The product is: [CH3:35][O:34][N:36]=[C:25]([C:19]1[CH:20]=[CH:21][CH:22]=[C:23]([CH3:24])[C:18]=1[C:7]1[CH:8]=[C:9]2[C:4](=[CH:5][CH:6]=1)[N:3]=[C:2]([NH2:1])[C:11]([N:12]1[CH2:13][CH2:14][O:15][CH2:16][CH2:17]1)=[CH:10]2)[C:27]1[CH:28]=[CH:29][CH:30]=[CH:31][CH:32]=1. (2) Given the reactants Br[C:2]1[CH:3]=[C:4]2[C:9](=[C:10]([CH3:12])[CH:11]=1)[N:8]=[C:7]([C:13]1[CH:14]=[N:15][CH:16]=[CH:17][CH:18]=1)[N:6]=[C:5]2[NH:19][CH3:20].[F:21][C:22]1[CH:23]=[C:24](B(O)O)[CH:25]=[CH:26][CH:27]=1.[O-]P([O-])([O-])=O.[K+].[K+].[K+].[ClH:39], predict the reaction product. The product is: [ClH:39].[ClH:39].[F:21][C:22]1[CH:27]=[C:26]([C:2]2[CH:3]=[C:4]3[C:9](=[C:10]([CH3:12])[CH:11]=2)[N:8]=[C:7]([C:13]2[CH:14]=[N:15][CH:16]=[CH:17][CH:18]=2)[N:6]=[C:5]3[NH:19][CH3:20])[CH:25]=[CH:24][CH:23]=1. (3) Given the reactants F[C:2]1[CH:3]=[CH:4][C:5]([N+:9]([O-:11])=[O:10])=[C:6]([CH:8]=1)[NH2:7].[C:12]([O:16][C:17]([N:19]1[CH2:24][CH2:23][NH:22][CH2:21][CH2:20]1)=[O:18])([CH3:15])([CH3:14])[CH3:13].[O-]P([O-])([O-])=O.[K+].[K+].[K+].O, predict the reaction product. The product is: [NH2:7][C:6]1[CH:8]=[C:2]([N:22]2[CH2:21][CH2:20][N:19]([C:17]([O:16][C:12]([CH3:15])([CH3:14])[CH3:13])=[O:18])[CH2:24][CH2:23]2)[CH:3]=[CH:4][C:5]=1[N+:9]([O-:11])=[O:10]. (4) Given the reactants C(Cl)CCl.C1C=CC2N(O)N=NC=2C=1.[NH2:15][C:16]1[CH:21]=[CH:20][C:19]([CH3:22])=[CH:18][CH:17]=1.[C:23]([CH2:31][CH2:32][C:33](O)=[O:34])(=[O:30])[C:24]1[CH:29]=[CH:28][CH:27]=[CH:26][CH:25]=1.C(N(CC)CC)C, predict the reaction product. The product is: [O:30]=[C:23]([C:24]1[CH:29]=[CH:28][CH:27]=[CH:26][CH:25]=1)[CH2:31][CH2:32][C:33]([NH:15][C:16]1[CH:21]=[CH:20][C:19]([CH3:22])=[CH:18][CH:17]=1)=[O:34]. (5) Given the reactants [CH3:1][O:2][C:3]([CH:5]1[CH2:10][CH2:9][CH:8]([C:11]#[N:12])[CH2:7][CH2:6]1)=[O:4].[OH:13][NH2:14].C(N(CC)CC)C.Cl.ON, predict the reaction product. The product is: [CH3:1][O:2][C:3]([CH:5]1[CH2:10][CH2:9][CH:8]([C:11](=[NH:12])[NH:14][OH:13])[CH2:7][CH2:6]1)=[O:4]. (6) Given the reactants [Br:1][C:2]1[C:3](=[O:19])[NH:4][N:5]=[CH:6][C:7]=1[NH:8][C@@H:9]1[CH2:14][C@@H:13]2[CH2:15][C@@H:11]([C:12]2([CH3:17])[CH3:16])[C@H:10]1[CH3:18].C(=O)([O-])[O-].[K+].[K+].Br[CH2:27][CH2:28][N:29]1[C:37](=[O:38])[C:36]2[C:31](=[CH:32][CH:33]=[CH:34][CH:35]=2)[C:30]1=[O:39].[Cl-].[NH4+], predict the reaction product. The product is: [Br:1][C:2]1[C:3](=[O:19])[N:4]([CH2:27][CH2:28][N:29]2[C:30](=[O:39])[C:31]3[C:36](=[CH:35][CH:34]=[CH:33][CH:32]=3)[C:37]2=[O:38])[N:5]=[CH:6][C:7]=1[NH:8][C@@H:9]1[CH2:14][C@@H:13]2[CH2:15][C@@H:11]([C:12]2([CH3:16])[CH3:17])[C@H:10]1[CH3:18]. (7) The product is: [ClH:26].[ClH:58].[Cl:26][C:27]1[CH:28]=[C:29]([NH:44][C:45]2[C:55]3[CH:54]=[C:53](/[CH:56]=[CH:6]/[CH2:5][N:3]([CH3:4])[CH3:2])[CH2:52][CH2:51][NH:50][C:49]=3[N:48]=[CH:47][N:46]=2)[CH:30]=[CH:31][C:32]=1[O:33][C:34]1[CH:39]=[CH:38][CH:37]=[C:36]([C:40]([F:43])([F:42])[F:41])[CH:35]=1. Given the reactants [Br-].[CH3:2][N:3]([CH2:5][CH2:6][P+](C1C=CC=CC=1)(C1C=CC=CC=1)C1C=CC=CC=1)[CH3:4].[Cl:26][C:27]1[CH:28]=[C:29]([NH:44][C:45]2[C:55]3[CH:54]=[C:53]([CH:56]=O)[CH2:52][CH2:51][NH:50][C:49]=3[N:48]=[CH:47][N:46]=2)[CH:30]=[CH:31][C:32]=1[O:33][C:34]1[CH:39]=[CH:38][CH:37]=[C:36]([C:40]([F:43])([F:42])[F:41])[CH:35]=1.[Cl-:58].[NH4+], predict the reaction product.